Dataset: Catalyst prediction with 721,799 reactions and 888 catalyst types from USPTO. Task: Predict which catalyst facilitates the given reaction. Reactant: [CH2:1]([O:3][C:4]([C:6]1[C:7]([O:25][C:26](=[O:28])[CH3:27])=[C:8]2[CH:16]=[CH:15][N:14]([CH2:17][C:18]3[CH:23]=[CH:22][CH:21]=[CH:20][C:19]=3[F:24])[C:9]2=[C:10]([C:12]#[N:13])[N:11]=1)=[O:5])[CH3:2].C1C(=O)N([Cl:36])C(=O)C1. Product: [CH2:1]([O:3][C:4]([C:6]1[C:7]([O:25][C:26](=[O:28])[CH3:27])=[C:8]2[C:16]([Cl:36])=[CH:15][N:14]([CH2:17][C:18]3[CH:23]=[CH:22][CH:21]=[CH:20][C:19]=3[F:24])[C:9]2=[C:10]([C:12]#[N:13])[N:11]=1)=[O:5])[CH3:2]. The catalyst class is: 23.